The task is: Predict the reaction yield, written as a fraction of the theoretical maximum amount of product (1.0 means a 100% yield; for example, 0.34 means a 34% yield).. This data is from Reaction yield outcomes from USPTO patents with 853,638 reactions. (1) The reactants are C[Si](C)(C)[O:3][C:4]1[N:13]=[C:12]([O:14][Si](C)(C)C)[C:11]2[C:6](=[CH:7][CH:8]=[CH:9][CH:10]=2)[N:5]=1.Br[CH2:22][C:23]1[CH:24]=[C:25]([CH:30]=[CH:31][CH:32]=1)[C:26]([O:28][CH3:29])=[O:27].CN(C=O)C.O1CCOCC1. The catalyst is CO. The product is [CH3:29][O:28][C:26]([C:25]1[CH:24]=[C:23]([CH:32]=[CH:31][CH:30]=1)[CH2:22][N:5]1[C:6]2[C:11](=[CH:10][CH:9]=[CH:8][CH:7]=2)[C:12](=[O:14])[NH:13][C:4]1=[O:3])=[O:27]. The yield is 0.837. (2) The reactants are S(Cl)([Cl:3])=O.[F:5][C:6]([F:22])([F:21])[C:7]1[CH:12]=[CH:11][C:10]([C:13]2[CH:18]=[CH:17][C:16]([CH2:19]O)=[CH:15][CH:14]=2)=[CH:9][CH:8]=1. The catalyst is C(Cl)(Cl)Cl. The product is [Cl:3][CH2:19][C:16]1[CH:17]=[CH:18][C:13]([C:10]2[CH:11]=[CH:12][C:7]([C:6]([F:22])([F:21])[F:5])=[CH:8][CH:9]=2)=[CH:14][CH:15]=1. The yield is 0.980. (3) The reactants are [OH:1][CH2:2][CH2:3][CH2:4][C:5]1[CH:10]=[CH:9][C:8]([OH:11])=[CH:7][CH:6]=1.Br[CH2:13][C:14]1[CH:23]=[CH:22][CH:21]=[CH:20][C:15]=1[C:16]([O:18][CH3:19])=[O:17].C(=O)([O-])[O-].[K+].[K+].C(O)C(N)(CO)CO. The catalyst is C(#N)C. The product is [OH:1][CH2:2][CH2:3][CH2:4][C:5]1[CH:6]=[CH:7][C:8]([O:11][CH2:13][C:14]2[CH:23]=[CH:22][CH:21]=[CH:20][C:15]=2[C:16]([O:18][CH3:19])=[O:17])=[CH:9][CH:10]=1. The yield is 0.842. (4) The catalyst is C(Cl)Cl. The product is [CH2:1]([N:8]1[CH2:13][CH2:12][N:11]([CH2:14][C:15]2[CH:20]=[CH:19][CH:18]=[CH:17][CH:16]=2)[CH2:10][CH:9]1[CH2:21][F:29])[C:2]1[CH:7]=[CH:6][CH:5]=[CH:4][CH:3]=1. The yield is 0.380. The reactants are [CH2:1]([N:8]1[CH2:13][CH2:12][N:11]([CH2:14][C:15]2[CH:20]=[CH:19][CH:18]=[CH:17][CH:16]=2)[CH2:10][CH:9]1[CH2:21]O)[C:2]1[CH:7]=[CH:6][CH:5]=[CH:4][CH:3]=1.CCN(S(F)(F)[F:29])CC.[OH-].[Na+]. (5) The reactants are [CH2:1]([NH:3][C:4]([NH:6][C:7]1[S:8][C:9]2[C:15]([CH2:16][NH:17][CH3:18])=[CH:14][C:13]([C:19]3[CH:20]=[N:21][C:22]([N:25]4[CH2:30][CH2:29][C:28]([CH3:36])([C:31]([O:33][CH2:34][CH3:35])=[O:32])[CH2:27][CH2:26]4)=[N:23][CH:24]=3)=[CH:12][C:10]=2[N:11]=1)=[O:5])[CH3:2].CCN(C(C)C)C(C)C.Cl[C:47]1[N:52]=[CH:51][CH:50]=[CH:49][N:48]=1.CO. The catalyst is C(O)(C)C.C(Cl)Cl. The product is [CH2:1]([NH:3][C:4]([NH:6][C:7]1[S:8][C:9]2[C:15]([CH2:16][N:17]([CH3:18])[C:47]3[N:52]=[CH:51][CH:50]=[CH:49][N:48]=3)=[CH:14][C:13]([C:19]3[CH:20]=[N:21][C:22]([N:25]4[CH2:30][CH2:29][C:28]([CH3:36])([C:31]([O:33][CH2:34][CH3:35])=[O:32])[CH2:27][CH2:26]4)=[N:23][CH:24]=3)=[CH:12][C:10]=2[N:11]=1)=[O:5])[CH3:2]. The yield is 0.270. (6) The reactants are CN1CCOCC1.[C:8]([O:12][C:13]([NH:15][CH:16]([CH3:20])[C:17]([OH:19])=O)=[O:14])([CH3:11])([CH3:10])[CH3:9].ClC(OCC(C)C)=O.S(C1C=CC(C)=CC=1)(O)(=O)=O.[NH2:40][CH:41]([C:47](=[O:49])[CH3:48])[C:42]([O:44][CH2:45][CH3:46])=[O:43]. The catalyst is C1COCC1. The product is [C:8]([O:12][C:13]([NH:15][CH:16]([CH3:20])[C:17]([NH:40][CH:41]([C:47](=[O:49])[CH3:48])[C:42]([O:44][CH2:45][CH3:46])=[O:43])=[O:19])=[O:14])([CH3:9])([CH3:10])[CH3:11]. The yield is 0.687. (7) The reactants are [CH2:1]([O:8][C:9]([NH:11][C@H:12]1[C@H:17]([NH:18][C:19]([C:21]2[NH:22][C:23]([CH2:27][CH3:28])=[C:24]([Cl:26])[N:25]=2)=[O:20])[CH2:16][CH2:15][N:14](C(OC(C)(C)C)=O)[CH2:13]1)=[O:10])[C:2]1[CH:7]=[CH:6][CH:5]=[CH:4][CH:3]=1.C(=O)([O-])[O-].[Na+].[Na+].Br[C:43]1[S:44][C:45]([C:49]([O:51][CH2:52][CH3:53])=[O:50])=[C:46]([CH3:48])[N:47]=1. No catalyst specified. The product is [CH2:1]([O:8][C:9]([NH:11][C@H:12]1[C@H:17]([NH:18][C:19]([C:21]2[NH:22][C:23]([CH2:27][CH3:28])=[C:24]([Cl:26])[N:25]=2)=[O:20])[CH2:16][CH2:15][N:14]([C:43]2[S:44][C:45]([C:49]([O:51][CH2:52][CH3:53])=[O:50])=[C:46]([CH3:48])[N:47]=2)[CH2:13]1)=[O:10])[C:2]1[CH:3]=[CH:4][CH:5]=[CH:6][CH:7]=1. The yield is 0.850.